This data is from Retrosynthesis with 50K atom-mapped reactions and 10 reaction types from USPTO. The task is: Predict the reactants needed to synthesize the given product. (1) Given the product Cc1nc(C)c(Cl)c(NCc2ccc(OCc3ccccc3)c(Cl)n2)n1, predict the reactants needed to synthesize it. The reactants are: Cc1nc(C)c(Cl)c(N)n1.ClCc1ccc(OCc2ccccc2)c(Cl)n1. (2) The reactants are: CCN(CP(=O)(CCCCc1ccccc1)OCOC(=O)C(C)(C)C)C(=O)N1CCC[C@H]1C(=O)OCc1ccccc1. Given the product CCN(CP(=O)(CCCCc1ccccc1)OCOC(=O)C(C)(C)C)C(=O)N1CCC[C@H]1C(=O)O, predict the reactants needed to synthesize it. (3) Given the product CCN(Cc1ccccc1)C(=O)OCc1cc(C(F)(F)F)ccc1-c1cc(CC(=O)O)ccc1OC, predict the reactants needed to synthesize it. The reactants are: CCOC(=O)Cc1ccc(OC)c(-c2ccc(C(F)(F)F)cc2COC(=O)N(CC)Cc2ccccc2)c1. (4) Given the product CCOC(=O)c1c(C)nc2cccc(OC[C@H](C)NC(=O)c3ccc(OCCO)c(OC)c3)c2c1N, predict the reactants needed to synthesize it. The reactants are: CCOC(=O)c1c(C)nc2cccc(OC[C@H](C)N)c2c1N.COc1cc(C(=O)O)ccc1OCCO. (5) Given the product O=S(=O)(OCC(F)(F)C(F)(F)C(F)(F)C(F)(F)C(F)(F)C(F)(F)C(F)(F)F)C(F)(F)F, predict the reactants needed to synthesize it. The reactants are: O=S(=O)(Cl)C(F)(F)F.OCC(F)(F)C(F)(F)C(F)(F)C(F)(F)C(F)(F)C(F)(F)C(F)(F)F.